This data is from Forward reaction prediction with 1.9M reactions from USPTO patents (1976-2016). The task is: Predict the product of the given reaction. (1) Given the reactants Cl.[NH2:2][C:3]1[N:11]=[CH:10][N:9]=[C:8]2[C:4]=1[N:5]=[CH:6][N:7]2[C:12]1[CH:17]=[CH:16][C:15]([NH:18][C:19]([NH:21][C:22]2[CH:27]=[CH:26][C:25]([Cl:28])=[C:24]([C:29]([F:32])([F:31])[F:30])[CH:23]=2)=[O:20])=[CH:14][CH:13]=1.Cl[C:34]([O:36][CH2:37][CH2:38]Cl)=[O:35], predict the reaction product. The product is: [Cl:28][C:25]1[CH:26]=[CH:27][C:22]([NH:21][C:19]([NH:18][C:15]2[CH:14]=[CH:13][C:12]([N:7]3[CH:6]=[N:5][C:4]4[C:8]3=[N:9][CH:10]=[N:11][C:3]=4[N:2]3[CH2:38][CH2:37][O:36][C:34]3=[O:35])=[CH:17][CH:16]=2)=[O:20])=[CH:23][C:24]=1[C:29]([F:31])([F:32])[F:30]. (2) Given the reactants [CH3:1][C:2]1[C:7]([CH3:8])=[CH:6][CH:5]=[CH:4][C:3]=1[C:9]1[CH:14]=[CH:13][CH:12]=[CH:11][C:10]=1[CH2:15][CH2:16][C:17]([OH:19])=O.[CH:20]([NH:23][NH:24][C:25]([C:27]1[CH:31]=[CH:30][S:29][CH:28]=1)=[O:26])([CH3:22])[CH3:21].C(N(CC)CC)C.C1C=CC2N(O)N=NC=2C=1.CCN=C=NCCCN(C)C, predict the reaction product. The product is: [CH3:1][C:2]1[C:7]([CH3:8])=[CH:6][CH:5]=[CH:4][C:3]=1[C:9]1[CH:14]=[CH:13][CH:12]=[CH:11][C:10]=1[CH2:15][CH2:16][C:17]([N:23]([CH:20]([CH3:22])[CH3:21])[NH:24][C:25]([C:27]1[CH:31]=[CH:30][S:29][CH:28]=1)=[O:26])=[O:19]. (3) Given the reactants [O-:1][N+:2]1[C:7]2[CH:8]=[CH:9][CH:10]=[CH:11][C:6]=2[N:5]=[C:4]([N:12]2[CH2:17][CH2:16][CH:15]([C:18]([NH:20][C:21]3[C:22]([C:26]([O:28]C)=[O:27])=[CH:23][S:24][CH:25]=3)=[O:19])[CH2:14][CH2:13]2)[N:3]=1.O.[OH-].[Li+].Cl, predict the reaction product. The product is: [O-:1][N+:2]1[C:7]2[CH:8]=[CH:9][CH:10]=[CH:11][C:6]=2[N:5]=[C:4]([N:12]2[CH2:17][CH2:16][CH:15]([C:18]([NH:20][C:21]3[C:22]([C:26]([OH:28])=[O:27])=[CH:23][S:24][CH:25]=3)=[O:19])[CH2:14][CH2:13]2)[N:3]=1. (4) Given the reactants OO.C(O[C:10]([C:12](F)(F)F)=[O:11])(C(F)(F)F)=O.[O-:16][N+:17]1[C:22]2[CH:23]=[C:24]3[C:28](=[CH:29][C:21]=2[N:20]=C(NCCCN2CCC(C#N)C2)N=1)[CH2:27][CH2:26][CH2:25]3.C(O)(C(F)(F)F)=[O:42], predict the reaction product. The product is: [N+:17]([C:22]1[CH:23]=[C:24]2[C:28]([CH2:27][CH2:26][CH2:25]2)=[CH:29][C:21]=1[NH:20][C:10](=[O:11])[CH3:12])([O-:16])=[O:42]. (5) Given the reactants CS([O:5][CH2:6][CH:7]1[CH2:12][C:11]([CH3:26])([S:13]([C:16]2[CH:21]=[CH:20][CH:19]=[C:18]([C:22]([F:25])([F:24])[F:23])[CH:17]=2)(=[O:15])=[O:14])[CH2:10][CH2:9][O:8]1)(=O)=O.[F:27][C:28]1[CH:29]=[C:30](O)[CH:31]=[CH:32][C:33]=1[S:34]([CH3:37])(=[O:36])=[O:35].C([O-])([O-])=O.[Cs+].[Cs+], predict the reaction product. The product is: [F:27][C:28]1[CH:29]=[C:30]([CH:31]=[CH:32][C:33]=1[S:34]([CH3:37])(=[O:36])=[O:35])[O:5][CH2:6][CH:7]1[CH2:12][C:11]([CH3:26])([S:13]([C:16]2[CH:21]=[CH:20][CH:19]=[C:18]([C:22]([F:25])([F:23])[F:24])[CH:17]=2)(=[O:15])=[O:14])[CH2:10][CH2:9][O:8]1. (6) The product is: [NH2:15][C:3]1[CH:4]=[C:5]([CH:10]=[C:11]([N+:12]([O-:14])=[O:13])[C:2]=1[NH2:1])[C:6]([O:8][CH3:9])=[O:7]. Given the reactants [NH2:1][C:2]1[C:11]([N+:12]([O-:14])=[O:13])=[CH:10][C:5]([C:6]([O:8][CH3:9])=[O:7])=[CH:4][C:3]=1[N+:15]([O-])=O, predict the reaction product. (7) The product is: [Cl:3][CH2:26][C:20]1[CH:21]=[C:22]([N+:23]([O-:25])=[O:24])[C:16]2[S:15][C:14]([NH:13][C:6]3[C:7]([CH3:12])=[CH:8][C:9]([CH3:11])=[CH:10][C:5]=3[CH3:28])=[N:18][C:17]=2[CH:19]=1. Given the reactants S(Cl)([Cl:3])=O.[C:5]1([CH3:28])[CH:10]=[C:9]([CH3:11])[CH:8]=[C:7]([CH3:12])[C:6]=1[NH:13][C:14]1[S:15][C:16]2[C:22]([N+:23]([O-:25])=[O:24])=[CH:21][C:20]([CH2:26]O)=[CH:19][C:17]=2[N:18]=1.O.C([O-])(O)=O.[Na+], predict the reaction product. (8) Given the reactants [CH3:1][Al](C)C.Cl[C:6]([C:12]1[CH:17]=[CH:16][C:15]([O:18][CH3:19])=[CH:14][CH:13]=1)([CH3:11])[C:7]([F:10])([F:9])[F:8], predict the reaction product. The product is: [CH3:19][O:18][C:15]1[CH:16]=[CH:17][C:12]([C:6]([CH3:1])([CH3:11])[C:7]([F:10])([F:9])[F:8])=[CH:13][CH:14]=1.